Dataset: NCI-60 drug combinations with 297,098 pairs across 59 cell lines. Task: Regression. Given two drug SMILES strings and cell line genomic features, predict the synergy score measuring deviation from expected non-interaction effect. (1) Drug 1: C1CC(=O)NC(=O)C1N2CC3=C(C2=O)C=CC=C3N. Drug 2: C1=CN(C(=O)N=C1N)C2C(C(C(O2)CO)O)O.Cl. Cell line: SF-268. Synergy scores: CSS=19.8, Synergy_ZIP=-4.51, Synergy_Bliss=-0.247, Synergy_Loewe=-32.2, Synergy_HSA=2.40. (2) Drug 1: C(CC(=O)O)C(=O)CN.Cl. Drug 2: C1CC(=O)NC(=O)C1N2C(=O)C3=CC=CC=C3C2=O. Cell line: NCI-H460. Synergy scores: CSS=-2.16, Synergy_ZIP=-0.585, Synergy_Bliss=-1.47, Synergy_Loewe=-1.64, Synergy_HSA=-4.75. (3) Drug 1: CN(CC1=CN=C2C(=N1)C(=NC(=N2)N)N)C3=CC=C(C=C3)C(=O)NC(CCC(=O)O)C(=O)O. Drug 2: C(CC(=O)O)C(=O)CN.Cl. Cell line: RXF 393. Synergy scores: CSS=18.0, Synergy_ZIP=-5.71, Synergy_Bliss=-4.23, Synergy_Loewe=-13.5, Synergy_HSA=-3.24. (4) Drug 1: C1CN1C2=NC(=NC(=N2)N3CC3)N4CC4. Synergy scores: CSS=16.3, Synergy_ZIP=-3.88, Synergy_Bliss=0.672, Synergy_Loewe=-2.60, Synergy_HSA=0.554. Drug 2: COC1=C2C(=CC3=C1OC=C3)C=CC(=O)O2. Cell line: SK-MEL-28. (5) Drug 1: CC12CCC(CC1=CCC3C2CCC4(C3CC=C4C5=CN=CC=C5)C)O. Drug 2: CC1=C(N=C(N=C1N)C(CC(=O)N)NCC(C(=O)N)N)C(=O)NC(C(C2=CN=CN2)OC3C(C(C(C(O3)CO)O)O)OC4C(C(C(C(O4)CO)O)OC(=O)N)O)C(=O)NC(C)C(C(C)C(=O)NC(C(C)O)C(=O)NCCC5=NC(=CS5)C6=NC(=CS6)C(=O)NCCC[S+](C)C)O. Cell line: K-562. Synergy scores: CSS=10.4, Synergy_ZIP=-6.17, Synergy_Bliss=-4.41, Synergy_Loewe=-7.03, Synergy_HSA=-6.20. (6) Drug 1: CC1C(C(CC(O1)OC2CC(CC3=C2C(=C4C(=C3O)C(=O)C5=C(C4=O)C(=CC=C5)OC)O)(C(=O)CO)O)N)O.Cl. Drug 2: CC(C)NC(=O)C1=CC=C(C=C1)CNNC.Cl. Cell line: RPMI-8226. Synergy scores: CSS=10.4, Synergy_ZIP=6.27, Synergy_Bliss=8.22, Synergy_Loewe=-8.96, Synergy_HSA=4.60. (7) Cell line: HL-60(TB). Drug 1: C1=NC2=C(N=C(N=C2N1C3C(C(C(O3)CO)O)F)Cl)N. Synergy scores: CSS=63.0, Synergy_ZIP=-0.0301, Synergy_Bliss=0.383, Synergy_Loewe=-1.97, Synergy_HSA=0.574. Drug 2: C1CCC(C(C1)N)N.C(=O)(C(=O)[O-])[O-].[Pt+4].